The task is: Regression. Given a peptide amino acid sequence and an MHC pseudo amino acid sequence, predict their binding affinity value. This is MHC class I binding data.. This data is from Peptide-MHC class I binding affinity with 185,985 pairs from IEDB/IMGT. (1) The peptide sequence is ILNSDDEQA. The MHC is HLA-A80:01 with pseudo-sequence HLA-A80:01. The binding affinity (normalized) is 0.0847. (2) The peptide sequence is KDQAQLNA. The MHC is Mamu-B01 with pseudo-sequence Mamu-B01. The binding affinity (normalized) is 0. (3) The peptide sequence is FLKENKLNK. The MHC is HLA-A33:01 with pseudo-sequence HLA-A33:01. The binding affinity (normalized) is 0.272. (4) The peptide sequence is FQAGMRLYF. The MHC is HLA-A03:01 with pseudo-sequence HLA-A03:01. The binding affinity (normalized) is 0.0847. (5) The peptide sequence is LLPENNVLSPV. The MHC is HLA-A02:06 with pseudo-sequence HLA-A02:06. The binding affinity (normalized) is 0.712. (6) The peptide sequence is TILDDNLYK. The MHC is HLA-A03:01 with pseudo-sequence HLA-A03:01. The binding affinity (normalized) is 0.449. (7) The MHC is HLA-A30:01 with pseudo-sequence HLA-A30:01. The peptide sequence is YEDKVWDKY. The binding affinity (normalized) is 0.0404. (8) The peptide sequence is FETSIKPCVKL. The MHC is Mamu-A11 with pseudo-sequence Mamu-A11. The binding affinity (normalized) is 0.712.